This data is from Full USPTO retrosynthesis dataset with 1.9M reactions from patents (1976-2016). The task is: Predict the reactants needed to synthesize the given product. Given the product [Cl:17][C:18]1[CH:26]=[CH:25][CH:24]=[C:23]([Cl:27])[C:19]=1[C:20]([NH:1][CH:2]([CH2:7][C:8]1[CH:13]=[CH:12][C:11]([N+:14]([O-:16])=[O:15])=[CH:10][CH:9]=1)[C:3]([O:5][CH3:6])=[O:4])=[O:21], predict the reactants needed to synthesize it. The reactants are: [NH2:1][CH:2]([CH2:7][C:8]1[CH:13]=[CH:12][C:11]([N+:14]([O-:16])=[O:15])=[CH:10][CH:9]=1)[C:3]([O:5][CH3:6])=[O:4].[Cl:17][C:18]1[CH:26]=[CH:25][CH:24]=[C:23]([Cl:27])[C:19]=1[C:20](Cl)=[O:21].CCN(C(C)C)C(C)C.